Predict the reactants needed to synthesize the given product. From a dataset of Full USPTO retrosynthesis dataset with 1.9M reactions from patents (1976-2016). (1) Given the product [C:37]1([C:30]2[O:31][C:32]([C:33]([F:36])([F:34])[F:35])=[C:28]([C:26]([NH:25][C:22]3[CH:21]=[CH:20][C:19]([O:18][C@H:15]4[CH2:16][CH2:17][N:13]([C:10]5[CH:11]=[CH:12][C:7]([C:6]([OH:43])=[O:5])=[CH:8][CH:9]=5)[CH2:14]4)=[CH:24][CH:23]=3)=[O:27])[N:29]=2)[CH:38]=[CH:39][CH:40]=[CH:41][CH:42]=1, predict the reactants needed to synthesize it. The reactants are: C([O:5][C:6](=[O:43])[C:7]1[CH:12]=[CH:11][C:10]([N:13]2[CH2:17][CH2:16][C@H:15]([O:18][C:19]3[CH:24]=[CH:23][C:22]([NH:25][C:26]([C:28]4[N:29]=[C:30]([C:37]5[CH:42]=[CH:41][CH:40]=[CH:39][CH:38]=5)[O:31][C:32]=4[C:33]([F:36])([F:35])[F:34])=[O:27])=[CH:21][CH:20]=3)[CH2:14]2)=[CH:9][CH:8]=1)(C)(C)C. (2) The reactants are: C([O:3][C:4](=O)[CH2:5][CH2:6][C:7]1[CH:12]=[CH:11][C:10]([CH2:13][N:14]2[CH:19]=[C:18]([CH3:20])[C:17](=[O:21])[NH:16][C:15]2=[O:22])=[CH:9][CH:8]=1)C.[NH3:24]. Given the product [CH3:20][C:18]1[C:17](=[O:21])[NH:16][C:15](=[O:22])[N:14]([CH2:13][C:10]2[CH:11]=[CH:12][C:7]([CH2:6][CH2:5][C:4]([NH2:24])=[O:3])=[CH:8][CH:9]=2)[CH:19]=1, predict the reactants needed to synthesize it.